From a dataset of Forward reaction prediction with 1.9M reactions from USPTO patents (1976-2016). Predict the product of the given reaction. The product is: [OH:13][CH2:12][C:11]1[CH:15]=[CH:16][C:8]([O:7][C:2]2[CH:3]=[CH:4][CH:5]=[CH:6][N:1]=2)=[CH:9][CH:10]=1. Given the reactants [N:1]1[CH:6]=[CH:5][CH:4]=[CH:3][C:2]=1[O:7][C:8]1[CH:16]=[CH:15][C:11]([C:12](O)=[O:13])=[CH:10][CH:9]=1.Cl, predict the reaction product.